Dataset: Full USPTO retrosynthesis dataset with 1.9M reactions from patents (1976-2016). Task: Predict the reactants needed to synthesize the given product. (1) Given the product [C:22]([C:24]1[CH:32]=[CH:31][C:27]([C:28]([NH:21][CH:18]2[CH2:17][CH2:16][N:15]([CH2:14][CH2:13][C:4]3[C:3]([CH3:2])=[C:11]4[C:7](=[CH:6][CH:5]=3)[C:8](=[O:12])[O:9][CH2:10]4)[CH2:20][CH2:19]2)=[O:29])=[CH:26][C:25]=1[F:33])#[N:23], predict the reactants needed to synthesize it. The reactants are: [Cl-].[CH3:2][C:3]1[C:11]2[CH2:10][O:9][C:8](=[O:12])[C:7]=2[CH:6]=[CH:5][C:4]=1[CH2:13][CH2:14][N:15]1[CH2:20][CH2:19][CH:18]([NH3+:21])[CH2:17][CH2:16]1.[C:22]([C:24]1[CH:32]=[CH:31][C:27]([C:28](O)=[O:29])=[CH:26][C:25]=1[F:33])#[N:23]. (2) Given the product [CH3:7][O:6][C:1](=[O:5])[CH2:2][CH2:3][CH2:4][C:15]1[CH:22]=[CH:21][CH:20]=[CH:19][C:16]=1[CH2:17][OH:18], predict the reactants needed to synthesize it. The reactants are: [C:1]([O:6][CH3:7])(=[O:5])[CH2:2][CH:3]=[CH2:4].C(=O)([O-])[O-].[K+].[K+].Br[C:15]1[CH:22]=[CH:21][CH:20]=[CH:19][C:16]=1[CH2:17][OH:18].CN(C)C=O. (3) Given the product [Br:1][C:2]1[C:3]([N:23]2[CH2:27][C@H:26]([OH:28])[C@@H:25]([OH:29])[CH2:24]2)=[N:4][CH:5]=[C:6]([CH:21]=1)[C:7]([NH:9][C:10]1[CH:15]=[CH:14][C:13]([O:16][C:17]([Cl:20])([F:19])[F:18])=[CH:12][CH:11]=1)=[O:8], predict the reactants needed to synthesize it. The reactants are: [Br:1][C:2]1[C:3](Cl)=[N:4][CH:5]=[C:6]([CH:21]=1)[C:7]([NH:9][C:10]1[CH:15]=[CH:14][C:13]([O:16][C:17]([Cl:20])([F:19])[F:18])=[CH:12][CH:11]=1)=[O:8].[NH:23]1[CH2:27][C@H:26]([OH:28])[C@@H:25]([OH:29])[CH2:24]1.